This data is from Forward reaction prediction with 1.9M reactions from USPTO patents (1976-2016). The task is: Predict the product of the given reaction. (1) Given the reactants Br[CH2:2][C:3]1[CH:4]=[C:5]([C:9]2[C:13]3[N:14]=[CH:15][NH:16][C:17](=[O:18])[C:12]=3[S:11][N:10]=2)[CH:6]=[CH:7][CH:8]=1.O.C(=O)([O-])[O-:21].[Ca+2], predict the reaction product. The product is: [OH:21][CH2:2][C:3]1[CH:4]=[C:5]([C:9]2[C:13]3[N:14]=[CH:15][NH:16][C:17](=[O:18])[C:12]=3[S:11][N:10]=2)[CH:6]=[CH:7][CH:8]=1. (2) Given the reactants [Br:1][C:2]1[CH:7]=[CH:6][C:5]([C@@H:8]2[CH2:14][O:13][CH2:12][C:11](=O)[N:10]([C@@H:16]([C:18]3[CH:23]=[CH:22][CH:21]=[CH:20][CH:19]=3)[CH3:17])[CH2:9]2)=[CH:4][CH:3]=1.CO.[OH-].[Na+], predict the reaction product. The product is: [Br:1][C:2]1[CH:3]=[CH:4][C:5]([C@@H:8]2[CH2:14][O:13][CH2:12][CH2:11][N:10]([C@@H:16]([C:18]3[CH:19]=[CH:20][CH:21]=[CH:22][CH:23]=3)[CH3:17])[CH2:9]2)=[CH:6][CH:7]=1. (3) Given the reactants [F:1][C:2]1[CH:3]=[C:4]([S:11][CH:12]2[CH2:17][CH2:16][N:15]([CH3:18])[CH2:14][CH2:13]2)[CH:5]=[C:6]([N+:8]([O-])=O)[CH:7]=1.Cl, predict the reaction product. The product is: [F:1][C:2]1[CH:7]=[C:6]([NH2:8])[CH:5]=[C:4]([S:11][CH:12]2[CH2:13][CH2:14][N:15]([CH3:18])[CH2:16][CH2:17]2)[CH:3]=1. (4) Given the reactants [F:1][C:2]([F:55])([F:54])[C:3]1[CH:4]=[C:5]([CH:47]=[C:48]([C:50]([F:53])([F:52])[F:51])[CH:49]=1)[C:6]([N:8]1[CH2:13][CH2:12][N:11]([CH2:14][CH2:15][N:16]2[CH2:21][CH2:20][O:19][C@H:18]([CH2:22][O:23][CH3:24])[CH2:17]2)[CH2:10][C@H:9]1[CH2:25][C:26]1[CH:31]=[CH:30][C:29]([CH3:32])=[C:28]([N:33]=C(C2C=CC=CC=2)C2C=CC=CC=2)[CH:27]=1)=[O:7].[H][H], predict the reaction product. The product is: [F:53][C:50]([F:51])([F:52])[C:48]1[CH:47]=[C:5]([CH:4]=[C:3]([C:2]([F:1])([F:54])[F:55])[CH:49]=1)[C:6]([N:8]1[CH2:13][CH2:12][N:11]([CH2:14][CH2:15][N:16]2[CH2:21][CH2:20][O:19][C@H:18]([CH2:22][O:23][CH3:24])[CH2:17]2)[CH2:10][C@H:9]1[CH2:25][C:26]1[CH:31]=[CH:30][C:29]([CH3:32])=[C:28]([NH2:33])[CH:27]=1)=[O:7].